From a dataset of Forward reaction prediction with 1.9M reactions from USPTO patents (1976-2016). Predict the product of the given reaction. Given the reactants [C:1]([O:5][C:6]([N:8]1[C@@H:13]([CH3:14])[CH2:12][C@H:11]([C:15]2[CH:20]=[CH:19][C:18]([F:21])=[C:17]([F:22])[CH:16]=2)[C@@H:10]([C:23](O)=O)[CH2:9]1)=[O:7])([CH3:4])([CH3:3])[CH3:2].CCN(C(C)C)C(C)C.CN(C(ON1N=NC2C=CC=NC1=2)=[N+](C)C)C.F[P-](F)(F)(F)(F)F.[Cl:59][C:60]1[C:65]([Cl:66])=[CH:64][CH:63]=[CH:62][C:61]=1[C:67](=[N:70][CH:71]1[CH2:73][CH2:72]1)[NH:68][NH2:69], predict the reaction product. The product is: [CH:71]1([N:70]2[C:67]([C:61]3[CH:62]=[CH:63][CH:64]=[C:65]([Cl:66])[C:60]=3[Cl:59])=[N:68][N:69]=[C:23]2[C@H:10]2[CH2:9][N:8]([C:6]([O:5][C:1]([CH3:4])([CH3:3])[CH3:2])=[O:7])[C@@H:13]([CH3:14])[CH2:12][C@@H:11]2[C:15]2[CH:20]=[CH:19][C:18]([F:21])=[C:17]([F:22])[CH:16]=2)[CH2:72][CH2:73]1.